Dataset: Forward reaction prediction with 1.9M reactions from USPTO patents (1976-2016). Task: Predict the product of the given reaction. (1) Given the reactants F[C:2](F)(F)[C:3](O)=O.[CH:8]1[C:16]2[C:15]3[CH:17]=[CH:18][CH:19]=[CH:20][C:14]=3[O:13][C:12]=2[C:11]([C:21]2[N:26]=[C:25](NC3C=CC=C(N)C=3)[N:24]=[CH:23][CH:22]=2)=[CH:10][CH:9]=1.Cl.[CH3:36][N:37]([CH3:47])[C:38]1[CH:39]=[C:40]([CH:44]=[CH:45][CH:46]=1)[C:41](Cl)=[O:42], predict the reaction product. The product is: [CH:8]1[C:16]2[C:15]3[CH:17]=[CH:18][CH:19]=[CH:20][C:14]=3[O:13][C:12]=2[C:11]([C:21]2[N:26]=[CH:25][N:24]=[C:23]([NH:24][C:23]3[CH:22]=[C:21]([NH:26][C:41](=[O:42])[C:40]4[CH:44]=[CH:45][CH:46]=[C:38]([N:37]([CH3:47])[CH3:36])[CH:39]=4)[CH:11]=[CH:2][CH:3]=3)[CH:22]=2)=[CH:10][CH:9]=1. (2) Given the reactants [Br:1][C:2]1[S:3][C:4]([CH:7]([C:14]2[C:22]3[C:17](=[C:18]([CH2:23][S:24][CH3:25])[CH:19]=[CH:20][CH:21]=3)[NH:16][CH:15]=2)[CH2:8][C:9](OCC)=[O:10])=[CH:5][N:6]=1.[H-].C([Al+]CC(C)C)C(C)C.C(OCC)(=O)C.Cl, predict the reaction product. The product is: [Br:1][C:2]1[S:3][C:4]([CH:7]([C:14]2[C:22]3[C:17](=[C:18]([CH2:23][S:24][CH3:25])[CH:19]=[CH:20][CH:21]=3)[NH:16][CH:15]=2)[CH2:8][CH2:9][OH:10])=[CH:5][N:6]=1.